From a dataset of Catalyst prediction with 721,799 reactions and 888 catalyst types from USPTO. Predict which catalyst facilitates the given reaction. (1) Reactant: [C:1]([O:5][C:6]([N:8]1[C:16]2[C:11](=[CH:12][C:13]([C:17]3[CH:18]=[N:19][CH:20]=[C:21]([O:23][CH:24]([C:34](C)(C)[O:35][SiH2]C(C)(C)C)[CH2:25][NH:26][C:27]([O:29][C:30]([CH3:33])([CH3:32])[CH3:31])=[O:28])[CH:22]=3)=[CH:14][CH:15]=2)[C:10]([CH3:43])=[N:9]1)=[O:7])([CH3:4])([CH3:3])[CH3:2].CCCC[N+](CCCC)(CCCC)CCCC.[F-]. Product: [C:1]([O:5][C:6]([N:8]1[C:16]2[C:11](=[CH:12][C:13]([C:17]3[CH:18]=[N:19][CH:20]=[C:21]([O:23][CH:24]([CH2:34][OH:35])[CH2:25][NH:26][C:27]([O:29][C:30]([CH3:33])([CH3:32])[CH3:31])=[O:28])[CH:22]=3)=[CH:14][CH:15]=2)[C:10]([CH3:43])=[N:9]1)=[O:7])([CH3:2])([CH3:4])[CH3:3]. The catalyst class is: 1. (2) Reactant: [Cl:1][CH2:2][C:3](Cl)=[O:4].N1C=CC=CC=1.[CH:12]1([CH2:18][N:19]2[C:27]3[C:22](=[CH:23][CH:24]=[CH:25][C:26]=3[O:28][CH3:29])[CH:21]=[CH:20]2)[CH2:17][CH2:16][CH2:15][CH2:14][CH2:13]1.O. Product: [Cl:1][CH2:2][C:3]([C:21]1[C:22]2[C:27](=[C:26]([O:28][CH3:29])[CH:25]=[CH:24][CH:23]=2)[N:19]([CH2:18][CH:12]2[CH2:17][CH2:16][CH2:15][CH2:14][CH2:13]2)[CH:20]=1)=[O:4]. The catalyst class is: 224. (3) Reactant: [S:1]=[C:2]1[NH:6][C:5]2[CH:7]=[C:8]([C:11]#[N:12])[CH:9]=[CH:10][C:4]=2[S:3]1.[CH3:13]CN(CC)CC.CI. Product: [CH3:13][S:1][C:2]1[S:3][C:4]2[CH:10]=[CH:9][C:8]([C:11]#[N:12])=[CH:7][C:5]=2[N:6]=1. The catalyst class is: 14. (4) Reactant: Br[C:2]1[C:3]([NH2:11])=[N:4][CH:5]=[C:6]([N+:8]([O-:10])=[O:9])[CH:7]=1.[C:12]([C:14]1[CH:19]=[CH:18][CH:17]=[CH:16][CH:15]=1)#[CH:13]. Product: [N+:8]([C:6]1[CH:7]=[C:2]([C:13]#[C:12][C:14]2[CH:19]=[CH:18][CH:17]=[CH:16][CH:15]=2)[C:3]([NH2:11])=[N:4][CH:5]=1)([O-:10])=[O:9]. The catalyst class is: 724. (5) Reactant: Br[CH2:2][CH2:3][CH2:4][O:5][C:6]1[CH:15]=[C:14]2[C:9]([C:10]([NH:16][C:17]3[C:22]([Cl:23])=[CH:21][CH:20]=[C:19]4[O:24][CH2:25][O:26][C:18]=34)=[N:11][CH:12]=[N:13]2)=[C:8]([O:27][CH:28]2[CH2:33][CH2:32][O:31][CH2:30][CH2:29]2)[CH:7]=1.[NH:34]1[CH2:39][CH2:38][CH2:37][CH2:36][CH2:35]1.C(=O)([O-])[O-].[K+].[K+]. The catalyst class is: 3. Product: [Cl:23][C:22]1[C:17]([NH:16][C:10]2[C:9]3[C:14](=[CH:15][C:6]([O:5][CH2:4][CH2:3][CH2:2][N:34]4[CH2:39][CH2:38][CH2:37][CH2:36][CH2:35]4)=[CH:7][C:8]=3[O:27][CH:28]3[CH2:33][CH2:32][O:31][CH2:30][CH2:29]3)[N:13]=[CH:12][N:11]=2)=[C:18]2[O:26][CH2:25][O:24][C:19]2=[CH:20][CH:21]=1. (6) Reactant: [NH2:1][C:2]1[C:7]([CH:8]=O)=[CH:6][CH:5]=[CH:4][N:3]=1.Br.Br[CH2:12][C:13]([C:15]1[CH:20]=[CH:19][CH:18]=[CH:17][N:16]=1)=O.[OH-:21].[Na+].Cl. Product: [N:16]1[CH:17]=[CH:18][CH:19]=[CH:20][C:15]=1[C:13]1[C:12]([OH:21])=[CH:8][C:7]2[C:2](=[N:3][CH:4]=[CH:5][CH:6]=2)[N:1]=1. The catalyst class is: 4. (7) Reactant: [NH:1]1[C:11]2[C:6](=[CH:7][CH:8]=[CH:9][CH:10]=2)[C:4](=[O:5])[C:2]1=[O:3].[CH3:12][Mg+].[Br-]. Product: [OH:5][C:4]1([CH3:12])[C:6]2[C:11](=[CH:10][CH:9]=[CH:8][CH:7]=2)[NH:1][C:2]1=[O:3]. The catalyst class is: 1.